Dataset: NCI-60 drug combinations with 297,098 pairs across 59 cell lines. Task: Regression. Given two drug SMILES strings and cell line genomic features, predict the synergy score measuring deviation from expected non-interaction effect. (1) Drug 1: COC1=CC(=CC(=C1O)OC)C2C3C(COC3=O)C(C4=CC5=C(C=C24)OCO5)OC6C(C(C7C(O6)COC(O7)C8=CC=CS8)O)O. Drug 2: CC1CCC2CC(C(=CC=CC=CC(CC(C(=O)C(C(C(=CC(C(=O)CC(OC(=O)C3CCCCN3C(=O)C(=O)C1(O2)O)C(C)CC4CCC(C(C4)OC)OCCO)C)C)O)OC)C)C)C)OC. Cell line: T-47D. Synergy scores: CSS=41.2, Synergy_ZIP=-10.5, Synergy_Bliss=2.63, Synergy_Loewe=5.76, Synergy_HSA=6.78. (2) Drug 1: C1=CN(C=N1)CC(O)(P(=O)(O)O)P(=O)(O)O. Drug 2: C1CN(P(=O)(OC1)NCCCl)CCCl. Cell line: NCI-H522. Synergy scores: CSS=-2.85, Synergy_ZIP=2.11, Synergy_Bliss=1.83, Synergy_Loewe=0.209, Synergy_HSA=-0.698. (3) Drug 1: C1CC(C1)(C(=O)O)C(=O)O.[NH2-].[NH2-].[Pt+2]. Drug 2: CCCCC(=O)OCC(=O)C1(CC(C2=C(C1)C(=C3C(=C2O)C(=O)C4=C(C3=O)C=CC=C4OC)O)OC5CC(C(C(O5)C)O)NC(=O)C(F)(F)F)O. Cell line: OVCAR-5. Synergy scores: CSS=49.3, Synergy_ZIP=7.58, Synergy_Bliss=7.79, Synergy_Loewe=-3.32, Synergy_HSA=8.39. (4) Drug 1: C1C(C(OC1N2C=NC3=C(N=C(N=C32)Cl)N)CO)O. Drug 2: CC1CCC2CC(C(=CC=CC=CC(CC(C(=O)C(C(C(=CC(C(=O)CC(OC(=O)C3CCCCN3C(=O)C(=O)C1(O2)O)C(C)CC4CCC(C(C4)OC)O)C)C)O)OC)C)C)C)OC. Cell line: HCC-2998. Synergy scores: CSS=23.6, Synergy_ZIP=-3.57, Synergy_Bliss=-2.66, Synergy_Loewe=-10.7, Synergy_HSA=-3.62.